Dataset: Forward reaction prediction with 1.9M reactions from USPTO patents (1976-2016). Task: Predict the product of the given reaction. (1) Given the reactants [CH2:1]1[CH:5]2[CH2:6][NH:7][CH2:8][CH:4]2[CH2:3][N:2]1[C:9]1[CH:18]=[N:17][C:16]2[C:11](=[CH:12][CH:13]=[CH:14][CH:15]=2)[N:10]=1.[CH2:19]([O:21][C:22]1[CH:31]=[CH:30][C:29]2[C:24](=[CH:25][CH:26]=[CH:27][CH:28]=2)[C:23]=1[C:32](O)=[O:33])[CH3:20], predict the reaction product. The product is: [CH2:19]([O:21][C:22]1[CH:31]=[CH:30][C:29]2[C:24](=[CH:25][CH:26]=[CH:27][CH:28]=2)[C:23]=1[C:32]([N:7]1[CH2:6][CH:5]2[CH2:1][N:2]([C:9]3[CH:18]=[N:17][C:16]4[C:11](=[CH:12][CH:13]=[CH:14][CH:15]=4)[N:10]=3)[CH2:3][CH:4]2[CH2:8]1)=[O:33])[CH3:20]. (2) Given the reactants [F:1][C:2]([F:17])([F:16])[C:3]1([CH2:7][N:8]2[CH2:13][CH2:12][CH:11]([CH2:14][OH:15])[CH2:10][CH2:9]2)[CH2:6][CH2:5][CH2:4]1.[H-].[Na+].[Br:20][C:21]1[CH:22]=[N:23][C:24](I)=[N:25][CH:26]=1.O, predict the reaction product. The product is: [Br:20][C:21]1[CH:22]=[N:23][C:24]([O:15][CH2:14][CH:11]2[CH2:10][CH2:9][N:8]([CH2:7][C:3]3([C:2]([F:1])([F:16])[F:17])[CH2:4][CH2:5][CH2:6]3)[CH2:13][CH2:12]2)=[N:25][CH:26]=1. (3) Given the reactants [CH3:1][O:2][C:3]1[CH:4]=[C:5]([NH:11][C:12]2[N:17]=[C:16]([N:18]3[CH:22]=[CH:21][C:20]([C:23]([F:26])([F:25])[F:24])=[N:19]3)[C:15]([C:27]3[CH:28]=[C:29]([C:35]([O:37]C)=[O:36])[C:30]([S:33][CH3:34])=[N:31][CH:32]=3)=[CH:14][N:13]=2)[CH:6]=[C:7]([O:9][CH3:10])[CH:8]=1.[OH-].[Na+].Cl, predict the reaction product. The product is: [CH3:1][O:2][C:3]1[CH:4]=[C:5]([NH:11][C:12]2[N:17]=[C:16]([N:18]3[CH:22]=[CH:21][C:20]([C:23]([F:25])([F:24])[F:26])=[N:19]3)[C:15]([C:27]3[CH:28]=[C:29]([C:35]([OH:37])=[O:36])[C:30]([S:33][CH3:34])=[N:31][CH:32]=3)=[CH:14][N:13]=2)[CH:6]=[C:7]([O:9][CH3:10])[CH:8]=1. (4) Given the reactants [C:1]1([C:7]([NH:9][CH:10]2[CH2:15][CH:14]([C:16]3[CH:21]=[CH:20][C:19]([C:22]([F:25])([F:24])[F:23])=[CH:18][CH:17]=3)[CH2:13][N:12]([C:26]([O:28]C3C=CC([N+]([O-])=O)=CC=3)=O)[CH2:11]2)=[O:8])[CH:6]=[CH:5][CH:4]=[CH:3][CH:2]=1.[NH:38]1[CH2:43][CH2:42][S:41][CH2:40][CH2:39]1.C(=O)([O-])[O-].[K+].[K+], predict the reaction product. The product is: [N:38]1([C:26]([N:12]2[CH2:13][CH:14]([C:16]3[CH:21]=[CH:20][C:19]([C:22]([F:25])([F:23])[F:24])=[CH:18][CH:17]=3)[CH2:15][CH:10]([NH:9][C:7]([C:1]3[CH:2]=[CH:3][CH:4]=[CH:5][CH:6]=3)=[O:8])[CH2:11]2)=[O:28])[CH2:43][CH2:42][S:41][CH2:40][CH2:39]1. (5) Given the reactants C(O[C@H]1CN(C2N=CC=CN=2)C[C@H]1NC1C(CC)=NC([C:24]2[C:25](C)=[N:26][C:27](OC)=[CH:28][CH:29]=2)=C(CC)N=1)C.BrC1C=CC=CN=1.[CH3:42][N:43]([CH3:70])[C:44]1[N:49]=[CH:48][C:47]([C:50]2[N:51]=[C:52]([CH2:67][CH3:68])[C:53]([NH:58][C@H:59]3[C@@H:63]([O:64][CH2:65][CH3:66])[CH2:62][NH:61][CH2:60]3)=[N:54][C:55]=2[CH2:56][CH3:57])=[C:46]([CH3:69])[CH:45]=1, predict the reaction product. The product is: [CH3:70][N:43]([CH3:42])[C:44]1[N:49]=[CH:48][C:47]([C:50]2[N:51]=[C:52]([CH2:67][CH3:68])[C:53]([NH:58][C@H:59]3[C@@H:63]([O:64][CH2:65][CH3:66])[CH2:62][N:61]([C:25]4[CH:24]=[CH:29][CH:28]=[CH:27][N:26]=4)[CH2:60]3)=[N:54][C:55]=2[CH2:56][CH3:57])=[C:46]([CH3:69])[CH:45]=1. (6) Given the reactants [O:1]1[CH:5]=[CH:4][CH:3]=[C:2]1[C:6](=[NH:29])[NH:7][C:8]1[CH:9]=[CH:10][C:11]2[N:16]([CH2:17][CH2:18][N:19](C)[C:20](=O)OC(C)(C)C)[CH2:15][CH2:14][S:13][C:12]=2[CH:28]=1.FC(F)(F)C(O)=O, predict the reaction product. The product is: [CH3:20][NH:19][CH2:18][CH2:17][N:16]1[CH2:15][CH2:14][S:13][C:12]2[CH:28]=[C:8]([NH:7][C:6]([C:2]3[O:1][CH:5]=[CH:4][CH:3]=3)=[NH:29])[CH:9]=[CH:10][C:11]1=2. (7) Given the reactants C(O[C:4](=[O:12])[C:5]1[CH:10]=[CH:9][N:8]=[CH:7][C:6]=1[OH:11])C.[CH3:13][O:14][CH2:15][CH2:16][NH:17][CH2:18][CH2:19][O:20][CH3:21], predict the reaction product. The product is: [OH:11][C:6]1[CH:7]=[N:8][CH:9]=[CH:10][C:5]=1[C:4]([N:17]([CH2:18][CH2:19][O:20][CH3:21])[CH2:16][CH2:15][O:14][CH3:13])=[O:12]. (8) Given the reactants [C:1]1([CH:7]2[C:12]3=[N:13][C:14]([NH2:16])=[N:15][N:11]3[CH2:10][CH2:9][O:8]2)[CH:6]=[CH:5][CH:4]=[CH:3][CH:2]=1.[CH3:17][C:18]1[N:22]=[C:21]([N:23]2[CH2:28][CH2:27][C:26](=O)[CH2:25][CH2:24]2)[S:20][N:19]=1, predict the reaction product. The product is: [CH3:17][C:18]1[N:22]=[C:21]([N:23]2[CH2:24][CH2:25][CH:26]([NH:16][C:14]3[N:13]=[C:12]4[CH:7]([C:1]5[CH:2]=[CH:3][CH:4]=[CH:5][CH:6]=5)[O:8][CH2:9][CH2:10][N:11]4[N:15]=3)[CH2:27][CH2:28]2)[S:20][N:19]=1.